Predict the reactants needed to synthesize the given product. From a dataset of Full USPTO retrosynthesis dataset with 1.9M reactions from patents (1976-2016). The reactants are: [NH2:1][C:2]1[N:3]([CH2:11][CH:12]2[CH2:14][CH2:13]2)[N:4]=[C:5]([C:7]([CH3:10])([CH3:9])[CH3:8])[CH:6]=1.[F:15][C:16]1[C:24]([C:25]([F:28])([F:27])[F:26])=[CH:23][CH:22]=[CH:21][C:17]=1[C:18](Cl)=[O:19].S(OC)(O[CH3:33])(=O)=O.C(=O)([O-])O.[Na+]. Given the product [C:7]([C:5]1[N:4]([CH3:33])[N:3]([CH2:11][CH:12]2[CH2:14][CH2:13]2)[C:2](=[N:1][C:18](=[O:19])[C:17]2[CH:21]=[CH:22][CH:23]=[C:24]([C:25]([F:28])([F:27])[F:26])[C:16]=2[F:15])[CH:6]=1)([CH3:10])([CH3:8])[CH3:9], predict the reactants needed to synthesize it.